From a dataset of Peptide-MHC class I binding affinity with 185,985 pairs from IEDB/IMGT. Regression. Given a peptide amino acid sequence and an MHC pseudo amino acid sequence, predict their binding affinity value. This is MHC class I binding data. The peptide sequence is SQMPPQKIM. The MHC is HLA-A02:06 with pseudo-sequence HLA-A02:06. The binding affinity (normalized) is 0.898.